This data is from Peptide-MHC class II binding affinity with 134,281 pairs from IEDB. The task is: Regression. Given a peptide amino acid sequence and an MHC pseudo amino acid sequence, predict their binding affinity value. This is MHC class II binding data. (1) The peptide sequence is FDPYKATISATPESA. The MHC is HLA-DPA10201-DPB10501 with pseudo-sequence HLA-DPA10201-DPB10501. The binding affinity (normalized) is 0.0720. (2) The peptide sequence is HDKKSMGDDHFWAVR. The MHC is DRB5_0101 with pseudo-sequence DRB5_0101. The binding affinity (normalized) is 0.311. (3) The peptide sequence is WCPDSMEYNCPNLSP. The MHC is HLA-DQA10102-DQB10501 with pseudo-sequence HLA-DQA10102-DQB10501. The binding affinity (normalized) is 0. (4) The peptide sequence is KFWELVDEERKLHQQ. The MHC is DRB1_0404 with pseudo-sequence DRB1_0404. The binding affinity (normalized) is 0.340. (5) The peptide sequence is SGMAEATSLDTMTQM. The binding affinity (normalized) is 0.159. The MHC is DRB1_1302 with pseudo-sequence DRB1_1302. (6) The peptide sequence is YRKILRQRKIDRLID. The MHC is H-2-IEd with pseudo-sequence H-2-IEd. The binding affinity (normalized) is 0.648. (7) The peptide sequence is NLALSIKYNKEGDSM. The MHC is DRB3_0202 with pseudo-sequence DRB3_0202. The binding affinity (normalized) is 0.217. (8) The peptide sequence is YLPKPPKPVSKLRLATPLLLQALPL. The MHC is H-2-IAk with pseudo-sequence H-2-IAk. The binding affinity (normalized) is 0.